This data is from Peptide-MHC class II binding affinity with 134,281 pairs from IEDB. The task is: Regression. Given a peptide amino acid sequence and an MHC pseudo amino acid sequence, predict their binding affinity value. This is MHC class II binding data. (1) The peptide sequence is YLEDARRLKAIYEKKK. The MHC is DRB3_0202 with pseudo-sequence DRB3_0202. The binding affinity (normalized) is 0.377. (2) The peptide sequence is GFLNEDHWFSRENSYSG. The MHC is DRB1_0301 with pseudo-sequence DRB1_0301. The binding affinity (normalized) is 0.559. (3) The peptide sequence is KNPLKFDNTYFTELL. The MHC is HLA-DPA10201-DPB11401 with pseudo-sequence HLA-DPA10201-DPB11401. The binding affinity (normalized) is 0.250. (4) The peptide sequence is LKESWGAIWRIDTP. The MHC is DRB1_1101 with pseudo-sequence DRB1_1101. The binding affinity (normalized) is 0.582. (5) The MHC is DRB1_1201 with pseudo-sequence DRB1_1201. The peptide sequence is ATPEAKYDAYVATLS. The binding affinity (normalized) is 0. (6) The peptide sequence is IGSFFYFPSIGMQRT. The MHC is DRB1_0701 with pseudo-sequence DRB1_0701. The binding affinity (normalized) is 0.880.